This data is from NCI-60 drug combinations with 297,098 pairs across 59 cell lines. The task is: Regression. Given two drug SMILES strings and cell line genomic features, predict the synergy score measuring deviation from expected non-interaction effect. (1) Drug 1: CC12CCC(CC1=CCC3C2CCC4(C3CC=C4C5=CN=CC=C5)C)O. Drug 2: CC1=CC=C(C=C1)C2=CC(=NN2C3=CC=C(C=C3)S(=O)(=O)N)C(F)(F)F. Cell line: SK-OV-3. Synergy scores: CSS=0.368, Synergy_ZIP=4.71, Synergy_Bliss=0.858, Synergy_Loewe=0.0802, Synergy_HSA=0.379. (2) Drug 1: CN1CCC(CC1)COC2=C(C=C3C(=C2)N=CN=C3NC4=C(C=C(C=C4)Br)F)OC. Drug 2: C(CCl)NC(=O)N(CCCl)N=O. Cell line: HT29. Synergy scores: CSS=0.866, Synergy_ZIP=-0.557, Synergy_Bliss=-3.10, Synergy_Loewe=-8.43, Synergy_HSA=-6.56. (3) Drug 2: C(CN)CNCCSP(=O)(O)O. Synergy scores: CSS=18.4, Synergy_ZIP=0.679, Synergy_Bliss=7.19, Synergy_Loewe=-4.19, Synergy_HSA=5.03. Cell line: HCT-15. Drug 1: C1CN1P(=S)(N2CC2)N3CC3. (4) Drug 1: C1=CC(=CC=C1CCC2=CNC3=C2C(=O)NC(=N3)N)C(=O)NC(CCC(=O)O)C(=O)O. Drug 2: C1=NC2=C(N1)C(=S)N=C(N2)N. Cell line: NCI-H522. Synergy scores: CSS=20.7, Synergy_ZIP=-11.3, Synergy_Bliss=-2.63, Synergy_Loewe=-2.23, Synergy_HSA=-0.655. (5) Drug 1: COC1=CC(=CC(=C1O)OC)C2C3C(COC3=O)C(C4=CC5=C(C=C24)OCO5)OC6C(C(C7C(O6)COC(O7)C8=CC=CS8)O)O. Drug 2: C1CN(CCN1C(=O)CCBr)C(=O)CCBr. Cell line: SF-268. Synergy scores: CSS=44.7, Synergy_ZIP=-6.45, Synergy_Bliss=0.986, Synergy_Loewe=-19.4, Synergy_HSA=4.13.